Task: Predict which catalyst facilitates the given reaction.. Dataset: Catalyst prediction with 721,799 reactions and 888 catalyst types from USPTO Reactant: [C:1]([C:4]1[CH:9]=[C:8]([NH:10]C(=O)OC(C)(C)C)[CH:7]=[CH:6][N:5]=1)(=[O:3])[CH3:2].FC(F)(F)C(O)=O. Product: [NH2:10][C:8]1[CH:7]=[CH:6][N:5]=[C:4]([C:1](=[O:3])[CH3:2])[CH:9]=1. The catalyst class is: 4.